This data is from Full USPTO retrosynthesis dataset with 1.9M reactions from patents (1976-2016). The task is: Predict the reactants needed to synthesize the given product. (1) Given the product [C:1]([C:5]1[CH:6]=[CH:7][C:8]([O:11][CH2:16][C:15]#[CH:14])=[CH:9][CH:10]=1)([CH3:4])([CH3:2])[CH3:3], predict the reactants needed to synthesize it. The reactants are: [C:1]([C:5]1[CH:10]=[CH:9][C:8]([OH:11])=[CH:7][CH:6]=1)([CH3:4])([CH3:3])[CH3:2].[H-].[Na+].[CH2:14](Br)[C:15]#[CH:16]. (2) Given the product [N:8]1([C:13]2[CH:21]=[CH:20][CH:19]=[CH:18][C:14]=2[C:15]#[N:17])[CH:12]=[N:11][N:10]=[N:9]1, predict the reactants needed to synthesize it. The reactants are: C(N(CC)CC)C.[N:8]1([C:13]2[CH:21]=[CH:20][CH:19]=[CH:18][C:14]=2[C:15]([NH2:17])=O)[CH:12]=[N:11][N:10]=[N:9]1. (3) Given the product [CH2:23]([O:22][C:16](=[O:21])[CH:17]=[C:18]([NH:13][C:12]1[CH:11]=[CH:10][C:9]([O:8][CH2:1][C:2]2[CH:3]=[CH:4][CH:5]=[CH:6][CH:7]=2)=[CH:15][CH:14]=1)[CH3:20])[CH3:24], predict the reactants needed to synthesize it. The reactants are: [CH2:1]([O:8][C:9]1[CH:15]=[CH:14][C:12]([NH2:13])=[CH:11][CH:10]=1)[C:2]1[CH:7]=[CH:6][CH:5]=[CH:4][CH:3]=1.[C:16]([O:22][CH2:23][CH3:24])(=[O:21])[CH2:17][C:18]([CH3:20])=O. (4) The reactants are: [C:1]([O:5][C:6](=[O:19])[NH:7][C@H:8]([CH3:18])[C:9]([N:11]1[O:16][CH:15]2[CH2:17][CH:12]1[CH:13]=[CH:14]2)=[O:10])([CH3:4])([CH3:3])[CH3:2].C[N+]1([O-])CC[O:24]CC1.[OH2:28]. Given the product [OH:28][CH:14]1[CH:13]([OH:24])[CH:12]2[CH2:17][CH:15]1[O:16][N:11]2[C:9](=[O:10])[C@H:8]([NH:7][C:6](=[O:19])[O:5][C:1]([CH3:4])([CH3:2])[CH3:3])[CH3:18], predict the reactants needed to synthesize it. (5) Given the product [CH2:39]([N:10]1[C:11]2[CH:16]=[CH:15][C:14]([O:17][CH2:18][C:19]3[CH:28]=[CH:27][C:26]4[C:21](=[CH:22][CH:23]=[CH:24][CH:25]=4)[N:20]=3)=[CH:13][C:12]=2[N:8]=[C:9]1[CH2:29][C:30]([CH3:37])([CH3:36])[C:31]([OH:33])=[O:32])[C:40]1[CH:45]=[CH:44][CH:43]=[CH:42][CH:41]=1, predict the reactants needed to synthesize it. The reactants are: C([N:8]1[C:12]2[CH:13]=[C:14]([O:17][CH2:18][C:19]3[CH:28]=[CH:27][C:26]4[C:21](=[CH:22][CH:23]=[CH:24][CH:25]=4)[N:20]=3)[CH:15]=[CH:16][C:11]=2[N:10]=[C:9]1[CH2:29][C:30]([CH3:37])([CH3:36])[C:31]([O:33]CC)=[O:32])C1C=CC=CC=1.Br[CH2:39][C:40]1[CH:45]=[CH:44][CH:43]=[CH:42][CH:41]=1. (6) Given the product [CH:13]1([C:9]2[CH:8]=[C:7]([CH:12]=[CH:11][CH:10]=2)[C:16]([OH:18])=[O:17])[CH2:15][CH2:14]1, predict the reactants needed to synthesize it. The reactants are: C([Li])CCC.Br[C:7]1[CH:12]=[CH:11][CH:10]=[C:9]([CH:13]2[CH2:15][CH2:14]2)[CH:8]=1.[C:16](=[O:18])=[O:17]. (7) Given the product [Br:17][C:18]1[CH:23]=[CH:22][C:21]([C:24]([CH2:25][CH3:26])=[C:8]([C:10]2[CH:15]=[CH:14][C:13]([F:16])=[CH:12][CH:11]=2)[C:5]2[CH:6]=[CH:7][C:2]([F:1])=[CH:3][CH:4]=2)=[CH:20][CH:19]=1, predict the reactants needed to synthesize it. The reactants are: [F:1][C:2]1[CH:7]=[CH:6][C:5]([C:8]([C:10]2[CH:15]=[CH:14][C:13]([F:16])=[CH:12][CH:11]=2)=O)=[CH:4][CH:3]=1.[Br:17][C:18]1[CH:23]=[CH:22][C:21]([C:24](=O)[CH2:25][CH3:26])=[CH:20][CH:19]=1. (8) Given the product [NH2:1][C:2]1[C:13]([C:14]([OH:16])([CH3:18])[CH3:15])=[C:12]([Cl:17])[C:5]2[C:6]([CH:9]3[CH2:11][CH2:10]3)=[N:7][O:8][C:4]=2[CH:3]=1, predict the reactants needed to synthesize it. The reactants are: [NH2:1][C:2]1[C:13]([C:14](=[O:16])[CH3:15])=[C:12]([Cl:17])[C:5]2[C:6]([CH:9]3[CH2:11][CH2:10]3)=[N:7][O:8][C:4]=2[CH:3]=1.[CH3:18][Mg]Cl.C1COCC1.[NH4+].[Cl-]. (9) Given the product [ClH:39].[CH2:4]([O:11][C:12]1[CH:17]=[CH:16][C:15]([C:35]([OH:37])=[O:36])=[CH:14][C:13]=1[CH:19]([C:29]1[CH:34]=[CH:33][CH:32]=[CH:31][CH:30]=1)[CH2:20][CH2:21][N:22]([CH:26]([CH3:28])[CH3:27])[CH:23]([CH3:25])[CH3:24])[C:5]1[CH:10]=[CH:9][CH:8]=[CH:7][CH:6]=1, predict the reactants needed to synthesize it. The reactants are: [Mg].II.[CH2:4]([O:11][C:12]1[CH:17]=[CH:16][C:15](Br)=[CH:14][C:13]=1[CH:19]([C:29]1[CH:34]=[CH:33][CH:32]=[CH:31][CH:30]=1)[CH2:20][CH2:21][N:22]([CH:26]([CH3:28])[CH3:27])[CH:23]([CH3:25])[CH3:24])[C:5]1[CH:10]=[CH:9][CH:8]=[CH:7][CH:6]=1.[C:35](=[O:37])=[O:36].[NH4+].[Cl-:39]. (10) Given the product [CH2:1]([O:8][CH2:9][CH2:10][CH2:11][O:12][C:13]1[CH:14]=[CH:15][C:16]([CH:19]2[CH2:24][CH2:23][N:22]([C:25]([O:27][C:28]([CH3:31])([CH3:30])[CH3:29])=[O:26])[CH2:21][CH:20]2[O:32][CH2:33][C:34]2[CH:43]=[C:42]3[C:37]([CH2:38][CH2:39][CH2:40][NH:41]3)=[CH:36][CH:35]=2)=[CH:17][CH:18]=1)[C:2]1[CH:3]=[CH:4][CH:5]=[CH:6][CH:7]=1, predict the reactants needed to synthesize it. The reactants are: [CH2:1]([O:8][CH2:9][CH2:10][CH2:11][O:12][C:13]1[CH:18]=[CH:17][C:16]([CH:19]2[CH2:24][CH2:23][N:22]([C:25]([O:27][C:28]([CH3:31])([CH3:30])[CH3:29])=[O:26])[CH2:21][CH:20]2[O:32][CH2:33][C:34]2[CH:43]=[C:42]3[C:37]([CH:38]=[CH:39][CH:40]=[N:41]3)=[CH:36][CH:35]=2)=[CH:15][CH:14]=1)[C:2]1[CH:7]=[CH:6][CH:5]=[CH:4][CH:3]=1.[BH4-].[Na+].